Dataset: Reaction yield outcomes from USPTO patents with 853,638 reactions. Task: Predict the reaction yield, written as a fraction of the theoretical maximum amount of product (1.0 means a 100% yield; for example, 0.34 means a 34% yield). The reactants are Cl.[NH2:2][C:3]1[CH:4]=[C:5]([C:9]([NH:11][C:12]2[CH:13]=[C:14]([C:18]([NH:20][C:21]3[CH:22]=[C:23]([C:27]([NH:29][CH2:30][CH2:31][C:32]([OH:34])=[O:33])=[O:28])[N:24]([CH3:26])[CH:25]=3)=[O:19])[N:15]([CH3:17])[CH:16]=2)=[O:10])[N:6]([CH3:8])[CH:7]=1.[CH:35](N)=[O:36].C(OCC)=O. The catalyst is O. The product is [CH:35]([NH:2][C:3]1[CH:4]=[C:5]([C:9]([NH:11][C:12]2[CH:13]=[C:14]([C:18]([NH:20][C:21]3[CH:22]=[C:23]([C:27]([NH:29][CH2:30][CH2:31][C:32]([OH:34])=[O:33])=[O:28])[N:24]([CH3:26])[CH:25]=3)=[O:19])[N:15]([CH3:17])[CH:16]=2)=[O:10])[N:6]([CH3:8])[CH:7]=1)=[O:36]. The yield is 0.900.